Dataset: Retrosynthesis with 50K atom-mapped reactions and 10 reaction types from USPTO. Task: Predict the reactants needed to synthesize the given product. (1) Given the product O=C(NO)OCc1ccccc1, predict the reactants needed to synthesize it. The reactants are: NO.O=C(Cl)OCc1ccccc1. (2) Given the product CC(=O)c1ncc(C2(O)CCCn3cncc32)s1, predict the reactants needed to synthesize it. The reactants are: COC(C)(OC)c1ncc(C2(O)CCCn3cncc32)s1.